Dataset: Catalyst prediction with 721,799 reactions and 888 catalyst types from USPTO. Task: Predict which catalyst facilitates the given reaction. (1) Reactant: Br[C:2]1[N:7]=[C:6]([C:8]([O:10][CH3:11])=[O:9])[CH:5]=[CH:4][CH:3]=1.C([Sn](CCCC)(CCCC)[C:17]1[S:18][CH:19]=[CH:20][N:21]=1)CCC.O.CCOC(C)=O. Product: [S:18]1[CH:19]=[CH:20][N:21]=[C:17]1[C:2]1[N:7]=[C:6]([C:8]([O:10][CH3:11])=[O:9])[CH:5]=[CH:4][CH:3]=1. The catalyst class is: 516. (2) The catalyst class is: 18. Reactant: [OH-].[K+].S([O-])(O)(=O)=O.F[C:9]1[C:19]([F:20])=[C:18]([F:21])[CH:17]=[CH:16][C:10]=1[NH:11][C@@H:12]([CH3:15])[CH2:13][OH:14].C(O[CH:25]=[C:26]([C:32]([O:34][CH2:35][CH3:36])=[O:33])[C:27]([O:29][CH2:30][CH3:31])=[O:28])C. Product: [F:21][C:18]1[CH:17]=[CH:16][C:10]2[N:11]([CH:25]=[C:26]([C:27]([O:29][CH2:30][CH3:31])=[O:28])[C:32]([O:34][CH2:35][CH3:36])=[O:33])[C@@H:12]([CH3:15])[CH2:13][O:14][C:9]=2[C:19]=1[F:20]. (3) Reactant: [NH:1]1[C:9]2[C:4](=[CH:5][CH:6]=[CH:7][CH:8]=2)[C:3]([C:10](=[O:12])[CH3:11])=[CH:2]1.[H-].[Na+].[CH3:15][O:16][C:17]1[CH:22]=[CH:21][C:20]([S:23](Cl)(=[O:25])=[O:24])=[CH:19][C:18]=1[N:27]1[CH2:32][CH2:31][N:30]([C:33](=[O:38])[C:34]([Cl:37])([Cl:36])[Cl:35])[CH2:29][CH2:28]1. Product: [C:10]([C:3]1[C:4]2[C:9](=[CH:8][CH:7]=[CH:6][CH:5]=2)[N:1]([S:23]([C:20]2[CH:21]=[CH:22][C:17]([O:16][CH3:15])=[C:18]([N:27]3[CH2:28][CH2:29][N:30]([C:33](=[O:38])[C:34]([Cl:37])([Cl:35])[Cl:36])[CH2:31][CH2:32]3)[CH:19]=2)(=[O:24])=[O:25])[CH:2]=1)(=[O:12])[CH3:11]. The catalyst class is: 1. (4) Reactant: [Cl:1][C:2]1[CH:7]=[CH:6][C:5]([Cl:8])=[CH:4][C:3]=1[CH2:9][C:10]1[O:14][CH:13]=[N:12][C:11]=1[C:15]([O:17]CC)=[O:16].[Li+].[OH-].Cl. Product: [Cl:1][C:2]1[CH:7]=[CH:6][C:5]([Cl:8])=[CH:4][C:3]=1[CH2:9][C:10]1[O:14][CH:13]=[N:12][C:11]=1[C:15]([OH:17])=[O:16]. The catalyst class is: 30. (5) Reactant: [Cl:1][C:2]1[CH:3]=[C:4]2[N:22]([CH2:23][O:24][CH2:25][CH2:26][Si:27]([CH3:30])([CH3:29])[CH3:28])[C:21](S(C)(=O)=O)=[N:20][C:5]2=[N:6][C:7]=1[C:8]1[CH:13]=[CH:12][C:11]([C:14]2[CH:19]=[CH:18][CH:17]=[CH:16][CH:15]=2)=[CH:10][CH:9]=1.[OH:35][C@H:36]1[C@H:40]2[O:41][CH2:42][CH:43]([CH2:44][C:45]([O:47][CH2:48][CH3:49])=[O:46])[C@H:39]2[O:38][CH2:37]1.C1CCN2C(=NCCC2)CC1. Product: [Cl:1][C:2]1[CH:3]=[C:4]2[N:22]([CH2:23][O:24][CH2:25][CH2:26][Si:27]([CH3:30])([CH3:29])[CH3:28])[C:21]([O:35][C@H:36]3[C@H:40]4[O:41][CH2:42][C@@H:43]([CH2:44][C:45]([O:47][CH2:48][CH3:49])=[O:46])[C@H:39]4[O:38][CH2:37]3)=[N:20][C:5]2=[N:6][C:7]=1[C:8]1[CH:13]=[CH:12][C:11]([C:14]2[CH:19]=[CH:18][CH:17]=[CH:16][CH:15]=2)=[CH:10][CH:9]=1. The catalyst class is: 31.